This data is from Forward reaction prediction with 1.9M reactions from USPTO patents (1976-2016). The task is: Predict the product of the given reaction. (1) Given the reactants [OH-].[Li+].[Cl:3][C:4]1[N:5]=[CH:6][C:7]2[C:12]([C:13]([O:15]C)=[O:14])=[C:11]([CH3:17])[N:10]([C@@H:18]([C:20]3[CH:25]=[CH:24][CH:23]=[CH:22][CH:21]=3)[CH3:19])[C:8]=2[N:9]=1, predict the reaction product. The product is: [Cl:3][C:4]1[N:5]=[CH:6][C:7]2[C:12]([C:13]([OH:15])=[O:14])=[C:11]([CH3:17])[N:10]([C@@H:18]([C:20]3[CH:25]=[CH:24][CH:23]=[CH:22][CH:21]=3)[CH3:19])[C:8]=2[N:9]=1. (2) The product is: [CH:11]1[C:10]2[C:5](=[CH:6][CH:7]=[CH:8][CH:9]=2)[CH2:4][CH2:3][C:2]=1[B:21]([OH:22])[OH:20]. Given the reactants Br[C:2]1[CH2:3][CH2:4][C:5]2[C:10]([CH:11]=1)=[CH:9][CH:8]=[CH:7][CH:6]=2.C([Li])(C)(C)C.C([O:20][B:21](OC(C)C)[O:22]C(C)C)(C)C.Cl, predict the reaction product. (3) The product is: [CH3:32][N:31]1[CH:25]2[CH2:26][CH2:27][CH2:28][CH:29]1[CH2:30][CH:23]([NH:22][C:17]([C:16]1[C:2]([Br:1])=[CH:3][CH:4]=[C:5]3[O:9][C:8]([C:10]4[CH:11]=[CH:12][CH:13]=[CH:14][CH:15]=4)=[N:7][C:6]=13)=[O:19])[CH2:24]2. Given the reactants [Br:1][C:2]1[C:16]([C:17]([OH:19])=O)=[C:6]2[N:7]=[C:8]([C:10]3[CH:15]=[CH:14][CH:13]=[CH:12][CH:11]=3)[O:9][C:5]2=[CH:4][CH:3]=1.Cl.Cl.[NH2:22][CH:23]1[CH2:30][CH:29]2[N:31]([CH3:32])[CH:25]([CH2:26][CH2:27][CH2:28]2)[CH2:24]1.Cl.C(N=C=NCCCN(C)C)C.ON1C2C=CC=CC=2N=N1.C(N(CC)CC)C, predict the reaction product. (4) The product is: [CH3:19][N:11]1[C:10]2[C:5](=[CH:6][CH:7]=[CH:8][CH:9]=2)[NH:4][C@H:3]([CH2:12][C:13]([O:15][CH3:16])=[O:14])[C:2]1=[O:1]. Given the reactants [O:1]=[C:2]1[NH:11][C:10]2[C:5](=[CH:6][CH:7]=[CH:8][CH:9]=2)[NH:4][C@@H:3]1[CH2:12][C:13]([O:15][CH3:16])=[O:14].[H-].[Na+].[CH3:19]N(C=O)C, predict the reaction product. (5) Given the reactants Br[C:2]1[CH:35]=[CH:34][C:5]([CH2:6][C:7]2[N:8]([C:20]3[CH:25]=[CH:24][C:23]([N:26]4[S:30](=[O:32])(=[O:31])[NH:29][C:28](=[O:33])[CH2:27]4)=[CH:22][CH:21]=3)[CH:9]=[C:10]([C:12]3[CH:17]=[CH:16][C:15]([Cl:18])=[CH:14][C:13]=3[Cl:19])[N:11]=2)=[CH:4][CH:3]=1.[NH2:36][C:37]1[CH:42]=[CH:41][C:40](B(O)O)=[CH:39][CH:38]=1, predict the reaction product. The product is: [NH2:36][C:37]1[CH:42]=[CH:41][C:40]([C:2]2[CH:35]=[CH:34][C:5]([CH2:6][C:7]3[N:8]([C:20]4[CH:25]=[CH:24][C:23]([N:26]5[S:30](=[O:31])(=[O:32])[NH:29][C:28](=[O:33])[CH2:27]5)=[CH:22][CH:21]=4)[CH:9]=[C:10]([C:12]4[CH:17]=[CH:16][C:15]([Cl:18])=[CH:14][C:13]=4[Cl:19])[N:11]=3)=[CH:4][CH:3]=2)=[CH:39][CH:38]=1. (6) The product is: [CH2:26]([N:19]1[CH2:20][C:21](=[O:22])[NH:8][C@H:9]([CH2:10][C:11]2[CH:12]=[N:13][CH:14]=[CH:15][CH:16]=2)[C:17]1=[O:18])[C:27]1[CH:32]=[CH:31][CH:30]=[CH:29][CH:28]=1. Given the reactants C(OC([NH:8][C@@H:9]([C:17]([N:19]([CH2:26][C:27]1[CH:32]=[CH:31][CH:30]=[CH:29][CH:28]=1)[CH2:20][C:21](OCC)=[O:22])=[O:18])[CH2:10][C:11]1[CH:12]=[N:13][CH:14]=[CH:15][CH:16]=1)=O)(C)(C)C.C(O)(C(F)(F)F)=O, predict the reaction product. (7) The product is: [CH3:32][N:31]1[C:30](=[O:33])[CH2:29][CH2:28][C@@H:27]1[CH2:26][C:1]#[N:2]. Given the reactants [C-:1]#[N:2].[K+].[C-]#N.[Na+].C1OCCOCCOCCOCCOCCOC1.Br[CH2:26][C@@H:27]1[N:31]([CH3:32])[C:30](=[O:33])[CH2:29][CH2:28]1, predict the reaction product. (8) Given the reactants CC(OC(/N=N/C(OC(C)C)=O)=O)C.[CH:15]1([C:18]2[CH:23]=[CH:22][C:21]([C:24]([C:26]3[CH:31]=[CH:30][N:29]=[CH:28][C:27]=3[OH:32])=[O:25])=[CH:20][CH:19]=2)[CH2:17][CH2:16]1.[CH2:33]([O:40][C@@H:41]1[C@@H:46]([O:47][CH2:48][C:49]2[CH:54]=[CH:53][CH:52]=[CH:51][CH:50]=2)[C@H:45]([O:55][CH2:56][C:57]2[CH:62]=[CH:61][CH:60]=[CH:59][CH:58]=2)[C@@H:44]([CH2:63][O:64][CH2:65][C:66]2[CH:71]=[CH:70][CH:69]=[CH:68][CH:67]=2)[CH2:43][C@@H:42]1O)[C:34]1[CH:39]=[CH:38][CH:37]=[CH:36][CH:35]=1.C1(P(C2C=CC=CC=2)C2C=CC=CC=2)C=CC=CC=1, predict the reaction product. The product is: [CH:15]1([C:18]2[CH:19]=[CH:20][C:21]([C:24]([C:26]3[CH:31]=[CH:30][N:29]=[CH:28][C:27]=3[O:32][C@@H:42]3[CH2:43][C@H:44]([CH2:63][O:64][CH2:65][C:66]4[CH:67]=[CH:68][CH:69]=[CH:70][CH:71]=4)[C@@H:45]([O:55][CH2:56][C:57]4[CH:58]=[CH:59][CH:60]=[CH:61][CH:62]=4)[C@H:46]([O:47][CH2:48][C:49]4[CH:50]=[CH:51][CH:52]=[CH:53][CH:54]=4)[C@H:41]3[O:40][CH2:33][C:34]3[CH:35]=[CH:36][CH:37]=[CH:38][CH:39]=3)=[O:25])=[CH:22][CH:23]=2)[CH2:16][CH2:17]1. (9) Given the reactants [CH3:1][S:2]([N:5]1[CH2:10][CH:9]=[C:8]([C:11]2[CH:12]=[C:13]3[CH2:19][CH:18]([CH:20]4[CH2:25][CH2:24][N:23]([C:26]#[N:27])[CH2:22][CH2:21]4)[O:17][C:14]3=[CH:15][N:16]=2)[CH2:7][CH2:6]1)(=[O:4])=[O:3].Cl.[NH2:29][OH:30], predict the reaction product. The product is: [OH:30][NH:29][C:26]([N:23]1[CH2:24][CH2:25][CH:20]([CH:18]2[O:17][C:14]3=[CH:15][N:16]=[C:11]([C:8]4[CH2:9][CH2:10][N:5]([S:2]([CH3:1])(=[O:4])=[O:3])[CH2:6][CH:7]=4)[CH:12]=[C:13]3[CH2:19]2)[CH2:21][CH2:22]1)=[NH:27].